From a dataset of Forward reaction prediction with 1.9M reactions from USPTO patents (1976-2016). Predict the product of the given reaction. Given the reactants BrC1C=CC([NH:8][C:9]2[N:14]=[C:13](Cl)[N:12]=[C:11]([C:16]3[CH:21]=[C:20]([Cl:22])[CH:19]=[CH:18][C:17]=3[CH3:23])[N:10]=2)=CC=1.[CH3:24][Mg]Br, predict the reaction product. The product is: [Cl:22][C:20]1[CH:19]=[CH:18][C:17]([CH3:23])=[C:16]([C:11]2[N:12]=[C:13]([CH3:24])[N:14]=[C:9]([NH2:8])[N:10]=2)[CH:21]=1.